Dataset: Forward reaction prediction with 1.9M reactions from USPTO patents (1976-2016). Task: Predict the product of the given reaction. Given the reactants BrC1C(N)=NC=C(C(F)(F)F)C=1.C(OC(N=C=S)=O)C.Cl.NO.[Br:24][C:25]1[C:26]2[N:27]([N:35]=[C:36]([NH2:38])[N:37]=2)[CH:28]=[C:29]([C:31]([F:34])([F:33])[F:32])[CH:30]=1.[CH3:39][S:40]([C:43]1[CH:48]=[CH:47][C:46](B(O)O)=[CH:45][CH:44]=1)(=[O:42])=[O:41], predict the reaction product. The product is: [Br:24][C:25]1[C:26]2[N:27]([N:35]=[C:36]([NH2:38])[N:37]=2)[CH:28]=[C:29]([C:31]([F:33])([F:34])[F:32])[CH:30]=1.[CH3:39][S:40]([C:43]1[CH:48]=[CH:47][C:46]([C:25]2[C:26]3[N:27]([N:35]=[C:36]([NH2:38])[N:37]=3)[CH:28]=[C:29]([C:31]([F:34])([F:33])[F:32])[CH:30]=2)=[CH:45][CH:44]=1)(=[O:42])=[O:41].